This data is from Catalyst prediction with 721,799 reactions and 888 catalyst types from USPTO. The task is: Predict which catalyst facilitates the given reaction. Reactant: [C:1]([O:5][C@@H:6]([C:10]1[C:35]([CH3:36])=[CH:34][C:13]2[N:14]=[C:15]([N:17]3[CH2:22][CH2:21][NH:20][CH:19]([C:23]4[CH:24]=[C:25]5[C:29](=[CH:30][CH:31]=4)[N:28]([CH3:32])[N:27]=[CH:26]5)[C:18]3=[O:33])[S:16][C:12]=2[C:11]=1[C:37]1[CH:42]=[CH:41][C:40]([Cl:43])=[CH:39][CH:38]=1)[C:7]([OH:9])=[O:8])([CH3:4])([CH3:3])[CH3:2].C=O.[C:46](O)(=O)C.C([BH3-])#N.[Na+]. Product: [C:1]([O:5][C@@H:6]([C:10]1[C:35]([CH3:36])=[CH:34][C:13]2[N:14]=[C:15]([N:17]3[CH2:22][CH2:21][N:20]([CH3:46])[CH:19]([C:23]4[CH:24]=[C:25]5[C:29](=[CH:30][CH:31]=4)[N:28]([CH3:32])[N:27]=[CH:26]5)[C:18]3=[O:33])[S:16][C:12]=2[C:11]=1[C:37]1[CH:42]=[CH:41][C:40]([Cl:43])=[CH:39][CH:38]=1)[C:7]([OH:9])=[O:8])([CH3:4])([CH3:2])[CH3:3]. The catalyst class is: 5.